Dataset: Forward reaction prediction with 1.9M reactions from USPTO patents (1976-2016). Task: Predict the product of the given reaction. (1) Given the reactants [CH3:1][C:2]1[CH:7]=[CH:6][C:5]([CH3:8])=[CH:4][C:3]=1B(O)O.[CH3:12][C:13]1[CH:18]=[CH:17][N:16]=[C:15](Br)[CH:14]=1.[O-]P([O-])([O-])=O.[K+].[K+].[K+].O, predict the reaction product. The product is: [CH3:1][C:2]1[CH:7]=[CH:6][C:5]([CH3:8])=[CH:4][C:3]=1[C:15]1[CH:14]=[C:13]([CH3:12])[CH:18]=[CH:17][N:16]=1. (2) Given the reactants Cl.CN.[CH2:4]([O:11][C:12]1[CH:20]=[CH:19][C:15]([C:16](O)=[O:17])=[CH:14][CH:13]=1)[C:5]1[CH:10]=[CH:9][CH:8]=[CH:7][CH:6]=1.Cl.[CH3:22][N:23](C)CCCN=C=NCC, predict the reaction product. The product is: [CH2:4]([O:11][C:12]1[CH:20]=[CH:19][C:15]([C:16]([NH:23][CH3:22])=[O:17])=[CH:14][CH:13]=1)[C:5]1[CH:10]=[CH:9][CH:8]=[CH:7][CH:6]=1. (3) Given the reactants [C:1]([S:20][CH2:21][C:22]([O:24]CC)=[O:23])([C:14]1[CH:19]=[CH:18][CH:17]=[CH:16][CH:15]=1)([C:8]1[CH:13]=[CH:12][CH:11]=[CH:10][CH:9]=1)[C:2]1[CH:7]=[CH:6][CH:5]=[CH:4][CH:3]=1.[OH-].[Na+].O1CCOCC1, predict the reaction product. The product is: [C:1]([S:20][CH2:21][C:22]([OH:24])=[O:23])([C:8]1[CH:9]=[CH:10][CH:11]=[CH:12][CH:13]=1)([C:14]1[CH:19]=[CH:18][CH:17]=[CH:16][CH:15]=1)[C:2]1[CH:3]=[CH:4][CH:5]=[CH:6][CH:7]=1. (4) Given the reactants [NH2:1][C:2]1[CH:7]=[CH:6][C:5]([Br:8])=[CH:4][C:3]=1[C:9]([C:11]1[CH:16]=[CH:15][C:14]([S:17]([CH3:20])(=[O:19])=[O:18])=[CH:13][CH:12]=1)=O.[CH:21]1([C:24](=[O:29])[CH2:25][C:26](=O)[CH3:27])[CH2:23][CH2:22]1.C(O)(C)C, predict the reaction product. The product is: [Br:8][C:5]1[CH:4]=[C:3]2[C:2](=[CH:7][CH:6]=1)[N:1]=[C:26]([CH3:27])[C:25]([C:24]([CH:21]1[CH2:23][CH2:22]1)=[O:29])=[C:9]2[C:11]1[CH:16]=[CH:15][C:14]([S:17]([CH3:20])(=[O:19])=[O:18])=[CH:13][CH:12]=1. (5) Given the reactants [Br:1][C:2]1[CH:3]=[C:4]([CH2:8][C:9]([OH:11])=[O:10])[CH:5]=[CH:6][CH:7]=1.S(=O)(=O)(O)O.[CH3:17]O, predict the reaction product. The product is: [CH3:17][O:10][C:9](=[O:11])[CH2:8][C:4]1[CH:5]=[CH:6][CH:7]=[C:2]([Br:1])[CH:3]=1. (6) Given the reactants Cl[C:2]([O:4][C:5]1[CH:10]=[CH:9][CH:8]=[CH:7][CH:6]=1)=[O:3].[NH2:11][C:12]1[C:13]([O:27][CH3:28])=[C:14]([NH:22][S:23]([CH3:26])(=[O:25])=[O:24])[CH:15]=[C:16]([C:18]([CH3:21])([CH3:20])[CH3:19])[CH:17]=1.C([O-])(O)=O.[Na+], predict the reaction product. The product is: [C:18]([C:16]1[CH:15]=[C:14]([NH:22][S:23]([CH3:26])(=[O:25])=[O:24])[C:13]([O:27][CH3:28])=[C:12]([NH:11][C:2](=[O:3])[O:4][C:5]2[CH:10]=[CH:9][CH:8]=[CH:7][CH:6]=2)[CH:17]=1)([CH3:21])([CH3:19])[CH3:20]. (7) The product is: [Cl:1][C:2]1[CH:7]=[CH:6][C:5]([CH3:8])=[CH:4][C:3]=1[NH:9][C:10]1[C:11]([C:17]([OH:19])=[O:18])=[CH:12][NH:13][C:14](=[O:16])[CH:15]=1. Given the reactants [Cl:1][C:2]1[CH:7]=[CH:6][C:5]([CH3:8])=[CH:4][C:3]=1[NH:9][C:10]1[C:11]([C:17]([O:19]C)=[O:18])=[CH:12][NH:13][C:14](=[O:16])[CH:15]=1.Cl, predict the reaction product. (8) Given the reactants [F:1][C:2]1[CH:3]=[C:4]([CH:8]2[CH2:17][CH2:16][C:11]3(OCC[O:12]3)[CH2:10][CH2:9]2)[CH:5]=[CH:6][CH:7]=1.C(O)=O.O, predict the reaction product. The product is: [F:1][C:2]1[CH:3]=[C:4]([CH:8]2[CH2:9][CH2:10][C:11](=[O:12])[CH2:16][CH2:17]2)[CH:5]=[CH:6][CH:7]=1.